Task: Predict the reaction yield, written as a fraction of the theoretical maximum amount of product (1.0 means a 100% yield; for example, 0.34 means a 34% yield).. Dataset: Reaction yield outcomes from USPTO patents with 853,638 reactions The reactants are FC(F)(F)C(O)=O.[N:8]1[C:17]2[C:12](=[CH:13][CH:14]=[CH:15][CH:16]=2)[C:11]([O:18][C:19]2[CH:24]=[CH:23][C:22]([CH2:25][C@H:26]([NH:30]C(OC(C)(C)C)=O)[C:27]([OH:29])=[O:28])=[CH:21][CH:20]=2)=[CH:10][CH:9]=1. The catalyst is C1COCC1. The product is [NH2:30][C@@H:26]([CH2:25][C:22]1[CH:23]=[CH:24][C:19]([O:18][C:11]2[C:12]3[C:17](=[CH:16][CH:15]=[CH:14][CH:13]=3)[N:8]=[CH:9][CH:10]=2)=[CH:20][CH:21]=1)[C:27]([OH:29])=[O:28]. The yield is 0.870.